Predict which catalyst facilitates the given reaction. From a dataset of Catalyst prediction with 721,799 reactions and 888 catalyst types from USPTO. (1) Reactant: [F:1][C:2]1[CH:26]=[CH:25][C:5]([C:6]([NH:8][C@H:9]([C:17]([N:19]2[CH2:24][CH2:23][O:22][CH2:21][CH2:20]2)=[O:18])[CH2:10][CH2:11][CH2:12][C:13]([O:15]C)=[O:14])=[O:7])=[CH:4][CH:3]=1.[Li+].[OH-]. Product: [F:1][C:2]1[CH:26]=[CH:25][C:5]([C:6]([NH:8][C@H:9]([C:17]([N:19]2[CH2:24][CH2:23][O:22][CH2:21][CH2:20]2)=[O:18])[CH2:10][CH2:11][CH2:12][C:13]([OH:15])=[O:14])=[O:7])=[CH:4][CH:3]=1. The catalyst class is: 30. (2) Reactant: [OH:1][C@H:2]([C:11]([CH3:15])([CH3:14])[CH2:12][OH:13])[C:3]([NH:5][CH2:6][CH2:7][C:8]([OH:10])=O)=[O:4].C(N(CC)CC)C.CCN=C=NCCCN(C)C.Cl.C1C=CC2N(O)N=NC=2C=1.[NH2:45][CH2:46][CH2:47][O:48][C:49](=[O:66])[CH2:50][C:51]1[CH:56]=[CH:55][CH:54]=[CH:53][C:52]=1[NH:57][C:58]1[C:63]([Cl:64])=[CH:62][CH:61]=[CH:60][C:59]=1[Cl:65]. Product: [OH:1][C@H:2]([C:11]([CH3:15])([CH3:14])[CH2:12][OH:13])[C:3]([NH:5][CH2:6][CH2:7][C:8]([NH:45][CH2:46][CH2:47][O:48][C:49](=[O:66])[CH2:50][C:51]1[CH:56]=[CH:55][CH:54]=[CH:53][C:52]=1[NH:57][C:58]1[C:63]([Cl:64])=[CH:62][CH:61]=[CH:60][C:59]=1[Cl:65])=[O:10])=[O:4]. The catalyst class is: 18.